This data is from Catalyst prediction with 721,799 reactions and 888 catalyst types from USPTO. The task is: Predict which catalyst facilitates the given reaction. Reactant: [O:1]=[C:2]1[CH2:6][CH2:5][N:4](C(OC(C)(C)C)=O)[CH2:3]1.C[Si](C)(C)[C:16]([F:19])([F:18])[F:17].[F-].C([N+](CCCC)(CCCC)CCCC)CCC.O1CCCC1.[Cl-].[NH4+].Cl.C(OCC)(=O)C. Product: [F:17][C:16]([F:19])([F:18])[C:2]1([OH:1])[CH2:6][CH2:5][NH:4][CH2:3]1. The catalyst class is: 111.